Dataset: Reaction yield outcomes from USPTO patents with 853,638 reactions. Task: Predict the reaction yield, written as a fraction of the theoretical maximum amount of product (1.0 means a 100% yield; for example, 0.34 means a 34% yield). (1) The reactants are [O:1]1[CH2:6][CH2:5][N:4]([CH2:7][CH2:8][OH:9])[CH2:3][CH2:2]1.CCN(C(C)C)C(C)C.[S:19](Cl)([CH3:22])(=[O:21])=[O:20]. The catalyst is ClCCl. The product is [CH3:22][S:19]([O:9][CH2:8][CH2:7][N:4]1[CH2:5][CH2:6][O:1][CH2:2][CH2:3]1)(=[O:21])=[O:20]. The yield is 1.00. (2) The reactants are [C:1](/[C:3](=[C:5]1/[C:6]2[CH:38]=[CH:37][C:36]([F:39])=[CH:35][C:7]=2[O:8][CH2:9][C:10]2[CH:15]=[C:14]([CH2:16][C:17]3[N:21]4[CH:22]=[CH:23][CH:24]=[C:25](C(OCCC)=O)[C:20]4=N[C:18]=3[CH:32]3[CH2:34][CH2:33]3)[CH:13]=[CH:12][C:11]/1=2)/[CH3:4])#[N:2].[CH3:40][Mg]Cl.[Cl-].[NH4+:44].[CH2:45]1[CH2:49][O:48]CC1. No catalyst specified. The product is [CH:32]1([C:18]2[N:44]=[C:20]3[C:25]([C:49]([OH:48])([CH3:45])[CH3:40])=[CH:24][CH:23]=[CH:22][N:21]3[C:17]=2[CH2:16][C:14]2[CH:13]=[CH:12][C:11]3/[C:5](=[C:3](/[CH3:4])\[C:1]#[N:2])/[C:6]4[CH:38]=[CH:37][C:36]([F:39])=[CH:35][C:7]=4[O:8][CH2:9][C:10]=3[CH:15]=2)[CH2:34][CH2:33]1. The yield is 0.900. (3) The reactants are Cl[C:2]1[CH:9]=[C:8]([O:10][CH2:11][CH2:12][O:13][CH:14]2[CH2:19][CH2:18][CH2:17][CH2:16][O:15]2)[C:5]([C:6]#[N:7])=[CH:4][N:3]=1.[Br:20][C:21]1[CH:28]=[CH:27][C:26]([OH:29])=[CH:25][C:22]=1[CH:23]=[O:24].C(=O)([O-])[O-].[K+].[K+]. The catalyst is CN(C=O)C. The product is [Br:20][C:21]1[CH:28]=[CH:27][C:26]([O:29][C:2]2[CH:9]=[C:8]([O:10][CH2:11][CH2:12][O:13][CH:14]3[CH2:19][CH2:18][CH2:17][CH2:16][O:15]3)[C:5]([C:6]#[N:7])=[CH:4][N:3]=2)=[CH:25][C:22]=1[CH:23]=[O:24]. The yield is 0.640. (4) The reactants are [F:1][C:2]([F:40])([F:39])[C:3]1[CH:4]=[C:5]([CH:32]=[C:33]([C:35]([F:38])([F:37])[F:36])[CH:34]=1)[CH2:6][N:7]1[CH2:14][CH2:13][CH2:12][N:11]([CH3:15])[C:10]2[N:16]=[C:17](S(C)(=O)=O)[N:18]=[C:19]([C:20]3[CH:25]=[CH:24][CH:23]=[CH:22][C:21]=3[CH3:26])[C:9]=2[C:8]1=[O:31].[C:41]([N:44]1[CH2:49][CH2:48][NH:47][CH2:46][CH2:45]1)(=[O:43])[CH3:42]. No catalyst specified. The product is [C:41]([N:44]1[CH2:49][CH2:48][N:47]([CH:12]2[N:11]([CH3:15])[C:10]3[N:16]=[CH:17][N:18]=[C:19]([C:20]4[CH:25]=[CH:24][CH:23]=[CH:22][C:21]=4[CH3:26])[C:9]=3[C:8](=[O:31])[N:7]([CH2:6][C:5]3[CH:4]=[C:3]([C:2]([F:39])([F:40])[F:1])[CH:34]=[C:33]([C:35]([F:38])([F:36])[F:37])[CH:32]=3)[CH2:14][CH2:13]2)[CH2:46][CH2:45]1)(=[O:43])[CH3:42]. The yield is 0.830. (5) The reactants are [CH3:1][O:2][C:3]1[CH:4]=[C:5]2[C:10](=[CH:11][CH:12]=1)[N+:9]([O-])=[CH:8][CH:7]=[CH:6]2.COC(Cl)=O.C([Mg]Br)[C:20]1[CH:25]=[CH:24][C:23]([O:26][CH3:27])=[CH:22][CH:21]=1. The catalyst is C1COCC1. The product is [CH3:1][O:2][C:3]1[CH:4]=[C:5]2[C:10](=[CH:11][CH:12]=1)[N:9]=[C:8]([C:20]1[CH:25]=[CH:24][C:23]([O:26][CH3:27])=[CH:22][CH:21]=1)[CH:7]=[CH:6]2. The yield is 0.520. (6) The reactants are [O:1]1[C:5]2[CH:6]=[CH:7][CH:8]=[CH:9][C:4]=2[N:3]=[C:2]1[S:10][CH2:11][CH2:12][CH2:13][CH2:14][CH2:15][CH2:16][CH2:17][CH2:18][NH2:19].[Cl:20][C:21]1[CH:22]=[C:23]([C:27]2[CH:28]=[C:29]([CH:33]=[C:34]([C:40]3[CH:45]=[CH:44][CH:43]=[C:42]([Cl:46])[CH:41]=3)[C:35]=2[O:36]CCO)[C:30](O)=[O:31])[CH:24]=[CH:25][CH:26]=1.[CH3:47][CH2:48][O:49]C1N(C(OCC)=O)C2C(=CC=CC=2)C=C1. The catalyst is C1C=CC=CC=1.CCO.CCOC(C)=O. The product is [O:1]1[C:5]2[CH:6]=[CH:7][CH:8]=[CH:9][C:4]=2[N:3]=[C:2]1[S:10][CH2:11][CH2:12][CH2:13][CH2:14][CH2:15][CH2:16][CH2:17][CH2:18][NH:19][C:30]([C:29]1[CH:33]=[C:34]([C:40]2[CH:45]=[CH:44][CH:43]=[C:42]([Cl:46])[CH:41]=2)[C:35]([O:36][CH:48]([OH:49])[CH3:47])=[C:27]([C:23]2[CH:24]=[CH:25][CH:26]=[C:21]([Cl:20])[CH:22]=2)[CH:28]=1)=[O:31]. The yield is 0.740.